From a dataset of NCI-60 drug combinations with 297,098 pairs across 59 cell lines. Regression. Given two drug SMILES strings and cell line genomic features, predict the synergy score measuring deviation from expected non-interaction effect. (1) Drug 1: C1=CC(=CC=C1CCCC(=O)O)N(CCCl)CCCl. Drug 2: C1=NC2=C(N1)C(=S)N=C(N2)N. Cell line: HT29. Synergy scores: CSS=58.7, Synergy_ZIP=7.44, Synergy_Bliss=9.36, Synergy_Loewe=-16.0, Synergy_HSA=11.1. (2) Drug 1: C1=NC(=NC(=O)N1C2C(C(C(O2)CO)O)O)N. Drug 2: C1=NC2=C(N1)C(=S)N=CN2. Cell line: MALME-3M. Synergy scores: CSS=20.2, Synergy_ZIP=-1.74, Synergy_Bliss=-4.39, Synergy_Loewe=-3.00, Synergy_HSA=-0.372. (3) Drug 1: CC(C1=C(C=CC(=C1Cl)F)Cl)OC2=C(N=CC(=C2)C3=CN(N=C3)C4CCNCC4)N. Drug 2: C1C(C(OC1N2C=NC3=C2NC=NCC3O)CO)O. Cell line: TK-10. Synergy scores: CSS=2.18, Synergy_ZIP=-1.30, Synergy_Bliss=2.41, Synergy_Loewe=2.64, Synergy_HSA=2.64. (4) Drug 1: C1=CC(=C2C(=C1NCCNCCO)C(=O)C3=C(C=CC(=C3C2=O)O)O)NCCNCCO. Drug 2: CCN(CC)CCNC(=O)C1=C(NC(=C1C)C=C2C3=C(C=CC(=C3)F)NC2=O)C. Cell line: MOLT-4. Synergy scores: CSS=62.2, Synergy_ZIP=-0.494, Synergy_Bliss=-1.11, Synergy_Loewe=-23.8, Synergy_HSA=-0.194. (5) Drug 1: COC1=C(C=C2C(=C1)N=CN=C2NC3=CC(=C(C=C3)F)Cl)OCCCN4CCOCC4. Drug 2: B(C(CC(C)C)NC(=O)C(CC1=CC=CC=C1)NC(=O)C2=NC=CN=C2)(O)O. Cell line: TK-10. Synergy scores: CSS=27.0, Synergy_ZIP=1.00, Synergy_Bliss=-0.821, Synergy_Loewe=-1.38, Synergy_HSA=-1.34. (6) Drug 1: C1=CN(C=N1)CC(O)(P(=O)(O)O)P(=O)(O)O. Drug 2: C1=NC2=C(N1)C(=S)N=CN2. Cell line: NCI-H226. Synergy scores: CSS=23.2, Synergy_ZIP=-4.36, Synergy_Bliss=-0.205, Synergy_Loewe=-1.08, Synergy_HSA=2.13. (7) Drug 1: C1CCC(CC1)NC(=O)N(CCCl)N=O. Drug 2: CC1=C2C(C(=O)C3(C(CC4C(C3C(C(C2(C)C)(CC1OC(=O)C(C(C5=CC=CC=C5)NC(=O)C6=CC=CC=C6)O)O)OC(=O)C7=CC=CC=C7)(CO4)OC(=O)C)O)C)OC(=O)C. Cell line: CAKI-1. Synergy scores: CSS=47.3, Synergy_ZIP=-1.02, Synergy_Bliss=-0.927, Synergy_Loewe=-25.9, Synergy_HSA=4.82.